This data is from Full USPTO retrosynthesis dataset with 1.9M reactions from patents (1976-2016). The task is: Predict the reactants needed to synthesize the given product. (1) Given the product [Cl:1][C:2]1[N:6]2[CH:7]=[C:8]([C:15]3[CH:19]=[CH:18][O:17][CH:16]=3)[CH:9]=[C:10]([C:11]([F:13])([F:12])[F:14])[C:5]2=[N:4][C:3]=1[C:20]([N:33]1[CH2:32][CH2:31][CH:30]([N:25]2[C:24]([CH3:23])([CH3:36])[CH2:28][O:27][C:26]2=[O:29])[CH2:35][CH2:34]1)=[O:22], predict the reactants needed to synthesize it. The reactants are: [Cl:1][C:2]1[N:6]2[CH:7]=[C:8]([C:15]3[CH:19]=[CH:18][O:17][CH:16]=3)[CH:9]=[C:10]([C:11]([F:14])([F:13])[F:12])[C:5]2=[N:4][C:3]=1[C:20]([OH:22])=O.[CH3:23][C:24]1([CH3:36])[CH2:28][O:27][C:26](=[O:29])[N:25]1[CH:30]1[CH2:35][CH2:34][NH:33][CH2:32][CH2:31]1.OC1C2N=NNC=2C=CC=1. (2) Given the product [CH:41]([N:32]([C:33]1[CH:34]=[N:35][C:36]([O:39][CH3:40])=[CH:37][CH:38]=1)[C:30](=[O:31])[CH3:29])([CH3:42])[CH3:43], predict the reactants needed to synthesize it. The reactants are: C(OC1C=C(C2N3C(CC(=O)N([CH2:29][C:30]([N:32]([CH:41]([CH3:43])[CH3:42])[C:33]4[CH:34]=[N:35][C:36]([O:39][CH3:40])=[CH:37][CH:38]=4)=[O:31])C4C=CC=CC=43)=NN=2)C=CC=1)C1C=CC=CC=1.N1C2C(=CC=CC=2)C(C=O)=C1. (3) The reactants are: [C:1]([O:5][C:6](=[O:27])[NH:7][C:8]1[CH:13]=[CH:12][CH:11]=[CH:10][C:9]=1/[CH:14]=[CH:15]\[C:16]1[CH:21]=[CH:20][C:19]([N+:22]([O-:24])=[O:23])=[CH:18][C:17]=1[CH2:25][OH:26])([CH3:4])([CH3:3])[CH3:2].CC(OI1(OC(C)=O)(OC(C)=O)OC(=O)C2C=CC=CC1=2)=O.C([O-])(O)=O.[Na+].OS([O-])=O.[Na+]. Given the product [CH:25]([C:17]1[CH:18]=[C:19]([N+:22]([O-:24])=[O:23])[CH:20]=[CH:21][C:16]=1/[CH:15]=[CH:14]\[C:9]1[CH:10]=[CH:11][CH:12]=[CH:13][C:8]=1[NH:7][C:6](=[O:27])[O:5][C:1]([CH3:4])([CH3:3])[CH3:2])=[O:26], predict the reactants needed to synthesize it.